This data is from Peptide-MHC class II binding affinity with 134,281 pairs from IEDB. The task is: Regression. Given a peptide amino acid sequence and an MHC pseudo amino acid sequence, predict their binding affinity value. This is MHC class II binding data. (1) The peptide sequence is VPEKYTIGATYAPEE. The MHC is HLA-DPA10201-DPB11401 with pseudo-sequence HLA-DPA10201-DPB11401. The binding affinity (normalized) is 0.287. (2) The peptide sequence is AKRVVRDPQGIRAWV. The MHC is H-2-IAd with pseudo-sequence H-2-IAd. The binding affinity (normalized) is 0.365.